Dataset: M1 muscarinic receptor antagonist screen with 61,756 compounds. Task: Binary Classification. Given a drug SMILES string, predict its activity (active/inactive) in a high-throughput screening assay against a specified biological target. (1) The compound is S(=O)(=O)(N1CCC(NC(=O)c2ccc(OCC)cc2)CC1)C. The result is 0 (inactive). (2) The molecule is s1c(nc2c1cccc2)CCC(=O)Nc1scc(n1)C. The result is 0 (inactive). (3) The compound is S(c1nc(cc(c1C#N)COC)C)CC(=O)Nc1cc2OCOc2cc1. The result is 0 (inactive). (4) The compound is S(=O)(=O)(NCC(N1CCN(CC1)c1c(OC)cccc1)c1cccnc1)c1sccc1. The result is 0 (inactive). (5) The molecule is S(c1nc([nH]n1)c1c(OCC)cccc1)CC(O)=O. The result is 0 (inactive).